This data is from Forward reaction prediction with 1.9M reactions from USPTO patents (1976-2016). The task is: Predict the product of the given reaction. The product is: [CH3:13][O:14][C:15]1[CH:20]=[CH:19][CH:18]=[CH:17][C:16]=1[C:21]1[NH:12][C:11]2[N:10]([N:9]=[CH:8][C:7]=2[C:2]2[CH:3]=[CH:4][CH:5]=[CH:6][N:1]=2)[C:23](=[O:24])[CH:22]=1. Given the reactants [N:1]1[CH:6]=[CH:5][CH:4]=[CH:3][C:2]=1[C:7]1[CH:8]=[N:9][NH:10][C:11]=1[NH2:12].[CH3:13][O:14][C:15]1[CH:20]=[CH:19][CH:18]=[CH:17][C:16]=1[C:21](=O)[CH2:22][C:23](OC)=[O:24], predict the reaction product.